This data is from Reaction yield outcomes from USPTO patents with 853,638 reactions. The task is: Predict the reaction yield, written as a fraction of the theoretical maximum amount of product (1.0 means a 100% yield; for example, 0.34 means a 34% yield). (1) The reactants are C1(P(C2C=CC=CC=2)C2C=CC=CC=2)C=CC=CC=1.[CH3:20][C:21]1[N:22]=[CH:23][C:24]2[C:29]([CH:30]=1)=[CH:28][CH:27]=[C:26]([OH:31])[CH:25]=2.[C:32]([C@@H:36]1[CH2:41][CH2:40][C@H:39](O)[CH2:38][CH2:37]1)([CH3:35])([CH3:34])[CH3:33].C1(C)C=CC=CC=1.N(C(OC(C)C)=O)=NC(OC(C)C)=O. No catalyst specified. The product is [C:32]([C@H:36]1[CH2:41][CH2:40][C@H:39]([O:31][C:26]2[CH:25]=[C:24]3[C:29]([CH:30]=[C:21]([CH3:20])[N:22]=[CH:23]3)=[CH:28][CH:27]=2)[CH2:38][CH2:37]1)([CH3:35])([CH3:34])[CH3:33]. The yield is 0.520. (2) The reactants are [Cl:1][C:2]1[CH:7]=[CH:6][CH:5]=[C:4]([Cl:8])[C:3]=1[C:9]1[C:13]([CH2:14][O:15][C:16]2[CH:21]=[CH:20][C:19]([C:22]3[CH:23]=[C:24]4[C:29](=[CH:30][CH:31]=3)[C:28]([C:32]#[N:33])=[CH:27][CH:26]=[CH:25]4)=[CH:18][CH:17]=2)=[C:12]([CH:34]([CH3:36])[CH3:35])[O:11][N:10]=1.[Cl-].[NH4+].[N-:39]=[N+:40]=[N-:41].[Na+].Cl. The catalyst is CN(C)C=O.O. The product is [Cl:8][C:4]1[CH:5]=[CH:6][CH:7]=[C:2]([Cl:1])[C:3]=1[C:9]1[C:13]([CH2:14][O:15][C:16]2[CH:17]=[CH:18][C:19]([C:22]3[CH:23]=[C:24]4[C:29](=[CH:30][CH:31]=3)[C:28]([C:32]3[NH:41][N:40]=[N:39][N:33]=3)=[CH:27][CH:26]=[CH:25]4)=[CH:20][CH:21]=2)=[C:12]([CH:34]([CH3:36])[CH3:35])[O:11][N:10]=1. The yield is 0.780. (3) The reactants are C(OC(=O)[N:7]([C:19]1[CH:24]=[CH:23][C:22]([CH:25](O)[C:26]2[C:34]3[C:29](=[N:30][CH:31]=[C:32]([O:35][Si:36]([CH:43]([CH3:45])[CH3:44])([CH:40]([CH3:42])[CH3:41])[CH:37]([CH3:39])[CH3:38])[CH:33]=3)[NH:28][CH:27]=2)=[CH:21][N:20]=1)[CH2:8][C:9]1[CH:14]=[CH:13][C:12]([C:15]([F:18])([F:17])[F:16])=[CH:11][CH:10]=1)(C)(C)C.FC(F)(F)C(O)=O.C([SiH](CC)CC)C. The catalyst is C(#N)C. The product is [F:17][C:15]([F:16])([F:18])[C:12]1[CH:13]=[CH:14][C:9]([CH2:8][NH:7][C:19]2[CH:24]=[CH:23][C:22]([CH2:25][C:26]3[C:34]4[C:29](=[N:30][CH:31]=[C:32]([O:35][Si:36]([CH:40]([CH3:42])[CH3:41])([CH:37]([CH3:38])[CH3:39])[CH:43]([CH3:44])[CH3:45])[CH:33]=4)[NH:28][CH:27]=3)=[CH:21][N:20]=2)=[CH:10][CH:11]=1. The yield is 0.970. (4) The reactants are Cl[C:2]1[N:3]=[N:4][C:5]([CH2:8][C:9]2[CH:14]=[C:13]([C@H:15]3[C@H:20]([O:21][CH2:22][C:23]4[CH:28]=[CH:27][CH:26]=[CH:25][CH:24]=4)[C@@H:19]([O:29][CH2:30][C:31]4[CH:36]=[CH:35][CH:34]=[CH:33][CH:32]=4)[C@H:18]([O:37][CH2:38][C:39]4[CH:44]=[CH:43][CH:42]=[CH:41][CH:40]=4)[C@@H:17]([CH2:45][O:46][CH2:47][C:48]4[CH:53]=[CH:52][CH:51]=[CH:50][CH:49]=4)[O:16]3)[CH:12]=[CH:11][C:10]=2[Cl:54])=[CH:6][CH:7]=1.[CH3:55][N:56](C)C=O. The catalyst is [C-]#N.[Zn+2].[C-]#N.[Pd].C1(P(C2C=CC=CC=2)C2C=CC=CC=2)C=CC=CC=1.C1(P(C2C=CC=CC=2)C2C=CC=CC=2)C=CC=CC=1.C1(P(C2C=CC=CC=2)C2C=CC=CC=2)C=CC=CC=1.C1(P(C2C=CC=CC=2)C2C=CC=CC=2)C=CC=CC=1. The product is [Cl:54][C:10]1[CH:11]=[CH:12][C:13]([C@H:15]2[C@H:20]([O:21][CH2:22][C:23]3[CH:24]=[CH:25][CH:26]=[CH:27][CH:28]=3)[C@@H:19]([O:29][CH2:30][C:31]3[CH:36]=[CH:35][CH:34]=[CH:33][CH:32]=3)[C@H:18]([O:37][CH2:38][C:39]3[CH:40]=[CH:41][CH:42]=[CH:43][CH:44]=3)[C@@H:17]([CH2:45][O:46][CH2:47][C:48]3[CH:53]=[CH:52][CH:51]=[CH:50][CH:49]=3)[O:16]2)=[CH:14][C:9]=1[CH2:8][C:5]1[N:4]=[N:3][C:2]([C:55]#[N:56])=[CH:7][CH:6]=1. The yield is 0.520.